This data is from NCI-60 drug combinations with 297,098 pairs across 59 cell lines. The task is: Regression. Given two drug SMILES strings and cell line genomic features, predict the synergy score measuring deviation from expected non-interaction effect. (1) Drug 2: C1=NNC2=C1C(=O)NC=N2. Drug 1: C1=CC(=CC=C1CC(C(=O)O)N)N(CCCl)CCCl.Cl. Cell line: SW-620. Synergy scores: CSS=17.3, Synergy_ZIP=-4.59, Synergy_Bliss=3.16, Synergy_Loewe=-18.8, Synergy_HSA=-0.476. (2) Drug 1: CNC(=O)C1=CC=CC=C1SC2=CC3=C(C=C2)C(=NN3)C=CC4=CC=CC=N4. Drug 2: C1CN(CCN1C(=O)CCBr)C(=O)CCBr. Cell line: OVCAR-8. Synergy scores: CSS=10.7, Synergy_ZIP=2.82, Synergy_Bliss=4.59, Synergy_Loewe=-0.0702, Synergy_HSA=3.27. (3) Drug 1: CC(CN1CC(=O)NC(=O)C1)N2CC(=O)NC(=O)C2. Drug 2: C1=NC2=C(N1)C(=S)N=C(N2)N. Cell line: TK-10. Synergy scores: CSS=37.6, Synergy_ZIP=-9.90, Synergy_Bliss=-4.27, Synergy_Loewe=-1.33, Synergy_HSA=0.130. (4) Drug 1: C1=NNC2=C1C(=O)NC=N2. Drug 2: CCN(CC)CCCC(C)NC1=C2C=C(C=CC2=NC3=C1C=CC(=C3)Cl)OC. Cell line: SK-MEL-28. Synergy scores: CSS=-0.455, Synergy_ZIP=-1.15, Synergy_Bliss=1.12, Synergy_Loewe=-9.35, Synergy_HSA=-3.75. (5) Cell line: DU-145. Drug 2: COC1=CC(=CC(=C1O)OC)C2C3C(COC3=O)C(C4=CC5=C(C=C24)OCO5)OC6C(C(C7C(O6)COC(O7)C8=CC=CS8)O)O. Synergy scores: CSS=27.9, Synergy_ZIP=-5.49, Synergy_Bliss=-0.626, Synergy_Loewe=-17.2, Synergy_HSA=2.33. Drug 1: CC(CN1CC(=O)NC(=O)C1)N2CC(=O)NC(=O)C2. (6) Drug 1: CC(C)(C#N)C1=CC(=CC(=C1)CN2C=NC=N2)C(C)(C)C#N. Drug 2: CC(C)CN1C=NC2=C1C3=CC=CC=C3N=C2N. Cell line: MOLT-4. Synergy scores: CSS=5.36, Synergy_ZIP=-2.19, Synergy_Bliss=-0.884, Synergy_Loewe=0.829, Synergy_HSA=-0.856.